From a dataset of Reaction yield outcomes from USPTO patents with 853,638 reactions. Predict the reaction yield, written as a fraction of the theoretical maximum amount of product (1.0 means a 100% yield; for example, 0.34 means a 34% yield). The reactants are [H-].[Na+].[Br:3][C:4]1[CH:9]=[CH:8][C:7]([OH:10])=[CH:6][CH:5]=1.Cl[CH2:12][O:13][CH3:14].O. The catalyst is C1COCC1. The product is [Br:3][C:4]1[CH:9]=[CH:8][C:7]([O:10][CH2:12][O:13][CH3:14])=[CH:6][CH:5]=1. The yield is 0.920.